This data is from Reaction yield outcomes from USPTO patents with 853,638 reactions. The task is: Predict the reaction yield, written as a fraction of the theoretical maximum amount of product (1.0 means a 100% yield; for example, 0.34 means a 34% yield). (1) The reactants are I[CH3:2].[H-].[Na+].[OH:5][CH:6]1[C:15]2[C:10](=[CH:11][CH:12]=[C:13]([C:16]3[C:21](=[O:22])[N:20]([CH2:23][C:24]4[CH:29]=[CH:28][C:27]([C:30]5[C:31]([C:36]#[N:37])=[CH:32][CH:33]=[CH:34][CH:35]=5)=[CH:26][CH:25]=4)[C:19]([CH2:38][CH2:39][CH3:40])=[N:18][C:17]=3[CH3:41])[CH:14]=2)[O:9][C:8]([CH3:43])([CH3:42])[CH2:7]1. The catalyst is CN(C)C=O.C(OCC)(=O)C. The product is [CH3:2][O:5][CH:6]1[C:15]2[C:10](=[CH:11][CH:12]=[C:13]([C:16]3[C:21](=[O:22])[N:20]([CH2:23][C:24]4[CH:29]=[CH:28][C:27]([C:30]5[C:31]([C:36]#[N:37])=[CH:32][CH:33]=[CH:34][CH:35]=5)=[CH:26][CH:25]=4)[C:19]([CH2:38][CH2:39][CH3:40])=[N:18][C:17]=3[CH3:41])[CH:14]=2)[O:9][C:8]([CH3:42])([CH3:43])[CH2:7]1. The yield is 0.660. (2) The reactants are C([Li])CCC.[Cl:6][C:7]1[CH:12]=[CH:11][C:10]([S:13]([CH2:16][C:17]2[CH:22]=[C:21]([F:23])[CH:20]=[CH:19][C:18]=2[F:24])(=[O:15])=[O:14])=[CH:9][CH:8]=1.[CH2:25](Br)[C:26]1[CH:31]=[CH:30][CH:29]=[CH:28][CH:27]=1. The catalyst is C(OCC)(=O)C.CCCCCC.CCCCCC.O.C(COC)OC. The product is [Cl:6][C:7]1[CH:12]=[CH:11][C:10]([S:13]([CH:16]([C:17]2[CH:22]=[C:21]([F:23])[CH:20]=[CH:19][C:18]=2[F:24])[CH2:25][C:26]2[CH:31]=[CH:30][CH:29]=[CH:28][CH:27]=2)(=[O:15])=[O:14])=[CH:9][CH:8]=1. The yield is 0.480. (3) The reactants are [CH2:1]([O:3][CH:4]([O:7][CH2:8][CH3:9])[C:5]#[N:6])[CH3:2].C[O-].[Na+].[C:13](=O)=[O:14].C(=O)([O-])[O-].[Na+].[Na+]. The catalyst is CO. The product is [CH2:1]([O:3][CH:4]([O:7][CH2:8][CH3:9])[C:5](=[NH:6])[O:14][CH3:13])[CH3:2]. The yield is 0.950. (4) The reactants are [C:1]([C@H:5]1[CH2:9][CH2:8][CH2:7][C@H:6]1[C:10]([OH:12])=[O:11])([O:3]C)=O.CN(C(ON1N=NC2C=CC=NC1=2)=[N+](C)C)C.F[P-](F)(F)(F)(F)F.CCN(C(C)C)C(C)C.[C@H:46]1([NH2:56])[C:55]2[C:50](=[CH:51][CH:52]=[CH:53][CH:54]=2)[CH2:49][CH2:48][CH2:47]1. The catalyst is CN(C=O)C. The product is [C@H:46]1([NH:56][C:1]([C@H:5]2[CH2:9][CH2:8][CH2:7][C@H:6]2[C:10]([OH:12])=[O:11])=[O:3])[C:55]2[C:50](=[CH:51][CH:52]=[CH:53][CH:54]=2)[CH2:49][CH2:48][CH2:47]1. The yield is 0.460. (5) The yield is 2.13. The reactants are [NH2:1][C:2]1[N:10]=[C:9]([O:11][CH2:12][CH2:13][O:14][CH3:15])[N:8]=[C:7]2[C:3]=1[N:4]=[C:5]([O:25]C)[N:6]2[CH2:16][C:17]1[CH:18]=[C:19]([CH2:23][OH:24])[CH:20]=[CH:21][CH:22]=1.O1CCOCC1.C(O)(C(F)(F)F)=O.N. The catalyst is CO.O. The product is [OH:24][CH2:23][C:19]1[CH:18]=[C:17]([CH:22]=[CH:21][CH:20]=1)[CH2:16][N:6]1[C:5]([OH:25])=[N:4][C:3]2[C:7]1=[N:8][C:9]([O:11][CH2:12][CH2:13][O:14][CH3:15])=[N:10][C:2]=2[NH2:1]. (6) The reactants are Cl[C:2]1[NH:10][C:9]2[C:4](=[N:5][CH:6]=[CH:7][CH:8]=2)[C:3]=1[C:11]#[N:12].[OH:13][C@H:14]1[CH2:18][CH2:17][NH:16][CH2:15]1. No catalyst specified. The product is [OH:13][C@H:14]1[CH2:18][CH2:17][N:16]([C:2]2[NH:10][C:9]3[C:4](=[N:5][CH:6]=[CH:7][CH:8]=3)[C:3]=2[C:11]#[N:12])[CH2:15]1. The yield is 0.370. (7) The reactants are O[C:2]([CH:5]1[CH:10]([C:11]([OH:14])([CH3:13])[CH3:12])[CH2:9][CH:8]=[C:7]([CH3:15])[CH2:6]1)([CH3:4])[CH3:3].C1(C)C=CC(S(O)(=O)=O)=CC=1. The catalyst is C1(C)C=CC=CC=1. The product is [CH3:12][C:11]1([CH3:13])[CH:10]2[CH:5]([CH2:6][C:7]([CH3:15])=[CH:8][CH2:9]2)[C:2]([CH3:4])([CH3:3])[O:14]1. The yield is 0.0900.